Predict the reactants needed to synthesize the given product. From a dataset of Full USPTO retrosynthesis dataset with 1.9M reactions from patents (1976-2016). (1) Given the product [Cl:11][C:5]1[CH:6]=[N:7][CH:8]=[C:9]([Cl:10])[C:4]=1[CH2:3][S:20][C:15]1[N:14]=[C:13]([NH2:12])[CH:18]=[C:17]([CH3:19])[N:16]=1, predict the reactants needed to synthesize it. The reactants are: Br.Br[CH2:3][C:4]1[C:9]([Cl:10])=[CH:8][N:7]=[CH:6][C:5]=1[Cl:11].[NH2:12][C:13]1[CH:18]=[C:17]([CH3:19])[N:16]=[C:15]([SH:20])[N:14]=1.C(N(CC)CC)C. (2) Given the product [CH2:1]([O:8][C:9]1[N:24]=[C:23]([C:25]2[CH:26]=[C:27]3[C:31](=[CH:32][CH:33]=2)[N:30]([CH3:34])[CH:29]=[CH:28]3)[C:22]([O:35][CH3:47])=[C:21]([O:36][CH2:37][C:38]2[CH:43]=[CH:42][CH:41]=[CH:40][CH:39]=2)[C:10]=1[C:11]([O:13][CH2:14][C:15]1[CH:16]=[CH:17][CH:18]=[CH:19][CH:20]=1)=[O:12])[C:2]1[CH:7]=[CH:6][CH:5]=[CH:4][CH:3]=1, predict the reactants needed to synthesize it. The reactants are: [CH2:1]([O:8][C:9]1[N:24]=[C:23]([C:25]2[CH:26]=[C:27]3[C:31](=[CH:32][CH:33]=2)[N:30]([CH3:34])[CH:29]=[CH:28]3)[C:22]([OH:35])=[C:21]([O:36][CH2:37][C:38]2[CH:43]=[CH:42][CH:41]=[CH:40][CH:39]=2)[C:10]=1[C:11]([O:13][CH2:14][C:15]1[CH:20]=[CH:19][CH:18]=[CH:17][CH:16]=1)=[O:12])[C:2]1[CH:7]=[CH:6][CH:5]=[CH:4][CH:3]=1.[H-].[Na+].I[CH3:47]. (3) Given the product [CH3:1][O:2][C:3](=[O:34])[C:4]1[CH:9]=[CH:8][C:7]([CH2:10][N:11]2[CH:12]([C:24]3[C:29]([CH3:30])=[CH:28][CH:27]=[CH:26][N:25]=3)[CH2:13][CH2:14][CH2:15][CH:16]2[C:17]2[C:22]([CH3:23])=[CH:21][CH:20]=[CH:19][N:18]=2)=[C:6]([NH2:31])[CH:5]=1, predict the reactants needed to synthesize it. The reactants are: [CH3:1][O:2][C:3](=[O:34])[C:4]1[CH:9]=[CH:8][C:7]([CH2:10][N:11]2[CH:16]([C:17]3[C:22]([CH3:23])=[CH:21][CH:20]=[CH:19][N:18]=3)[CH2:15][CH2:14][CH2:13][CH:12]2[C:24]2[C:29]([CH3:30])=[CH:28][CH:27]=[CH:26][N:25]=2)=[C:6]([N+:31]([O-])=O)[CH:5]=1.